This data is from Catalyst prediction with 721,799 reactions and 888 catalyst types from USPTO. The task is: Predict which catalyst facilitates the given reaction. (1) Reactant: Cl[C:2]1[C:7]([C:8]#[C:9][C:10]2[CH:15]=[CH:14][C:13]([Cl:16])=[CH:12][CH:11]=2)=[CH:6][N:5]=[C:4]([N:17]=[CH:18][N:19]([CH:23]([CH3:25])[CH3:24])[CH:20]([CH3:22])[CH3:21])[N:3]=1.[NH:26]1[CH2:31][CH2:30][O:29][CH2:28][CH2:27]1. Product: [Cl:16][C:13]1[CH:14]=[CH:15][C:10]([C:9]#[C:8][C:7]2[C:2]([N:26]3[CH2:31][CH2:30][O:29][CH2:28][CH2:27]3)=[N:3][C:4]([N:17]=[CH:18][N:19]([CH:23]([CH3:25])[CH3:24])[CH:20]([CH3:22])[CH3:21])=[N:5][CH:6]=2)=[CH:11][CH:12]=1. The catalyst class is: 10. (2) Reactant: [C:1](Cl)(=[O:3])[CH3:2].[F:5][C:6]1[C:11]([F:12])=[CH:10][CH:9]=[CH:8][C:7]=1[C@H:13]1[CH2:19][N:18]2[C:20]([CH2:23][CH2:24][OH:25])=[CH:21][N:22]=[C:17]2[C@H:16]([NH:26][C:27](=[O:33])[O:28][C:29]([CH3:32])([CH3:31])[CH3:30])[CH2:15][CH2:14]1.C(N(CC)CC)C.C(=O)(O)[O-].[Na+]. Product: [C:1]([O:25][CH2:24][CH2:23][C:20]1[N:18]2[CH2:19][C@H:13]([C:7]3[CH:8]=[CH:9][CH:10]=[C:11]([F:12])[C:6]=3[F:5])[CH2:14][CH2:15][C@@H:16]([NH:26][C:27]([O:28][C:29]([CH3:30])([CH3:32])[CH3:31])=[O:33])[C:17]2=[N:22][CH:21]=1)(=[O:3])[CH3:2]. The catalyst class is: 4. (3) Reactant: [Cl:1][C:2]1[CH:7]=[CH:6][C:5]([C:8](=[O:27])[CH2:9][CH2:10][C:11]2[CH:16]=[CH:15][C:14]([S:17]([N:20]3[CH2:25][CH2:24][CH:23]([OH:26])[CH2:22][CH2:21]3)(=[O:19])=[O:18])=[CH:13][CH:12]=2)=[C:4]([NH:28][C:29]2[CH:34]=[CH:33][CH:32]=[CH:31][CH:30]=2)[CH:3]=1.[O:35]=[C:36]([CH3:40])[C:37](Cl)=[O:38]. Product: [Cl:1][C:2]1[CH:7]=[CH:6][C:5]([C:8](=[O:27])[CH2:9][CH2:10][C:11]2[CH:12]=[CH:13][C:14]([S:17]([N:20]3[CH2:21][CH2:22][CH:23]([OH:26])[CH2:24][CH2:25]3)(=[O:19])=[O:18])=[CH:15][CH:16]=2)=[C:4]([N:28]([C:29]2[CH:30]=[CH:31][CH:32]=[CH:33][CH:34]=2)[C:37](=[O:38])[C:36](=[O:35])[CH3:40])[CH:3]=1. The catalyst class is: 11. (4) Reactant: CS(O[CH2:6][C:7]1[CH:12]=[CH:11][C:10]([N+:13]([O-:15])=[O:14])=[C:9]([N+:16]([O-:18])=[O:17])[CH:8]=1)(=O)=O.C(N(CC)CC)C.[CH3:26][C@H:27]1[CH2:32][NH:31][CH2:30][C@@H:29]([CH3:33])[NH:28]1.C(Cl)(Cl)Cl.CO. Product: [N+:16]([C:9]1[CH:8]=[C:7]([CH:12]=[CH:11][C:10]=1[N+:13]([O-:15])=[O:14])[CH2:6][N:31]1[CH2:30][C@H:29]([CH3:33])[NH:28][C@H:27]([CH3:26])[CH2:32]1)([O-:18])=[O:17]. The catalyst class is: 2.